Binary Classification. Given a miRNA mature sequence and a target amino acid sequence, predict their likelihood of interaction. From a dataset of Experimentally validated miRNA-target interactions with 360,000+ pairs, plus equal number of negative samples. The miRNA is hsa-miR-138-2-3p with sequence GCUAUUUCACGACACCAGGGUU. The protein sequence of the target gene is MDCCASRSCSVPTGPATTICSSDKSCRCGVCLPSTCPHTVWLLEPICCDNCPPPCHIPQPCVPTCFLLNSCQPTPGLETLNLTTFTQPCCEPCLPRGC. Result: 0 (no interaction).